From a dataset of Full USPTO retrosynthesis dataset with 1.9M reactions from patents (1976-2016). Predict the reactants needed to synthesize the given product. (1) Given the product [C:1]([C:5]1[CH:10]=[CH:9][C:8]([S:11]([N:14]([C:15]2[CH:20]=[CH:19][C:18]([CH3:21])=[CH:17][CH:16]=2)[CH2:22][C:23]([N:28]([CH2:26][CH3:27])[CH2:29][C:30]2[CH:31]=[N:32][CH:33]=[CH:34][CH:35]=2)=[O:24])(=[O:12])=[O:13])=[CH:7][CH:6]=1)([CH3:3])([CH3:2])[CH3:4], predict the reactants needed to synthesize it. The reactants are: [C:1]([C:5]1[CH:10]=[CH:9][C:8]([S:11]([N:14]([CH2:22][C:23](O)=[O:24])[C:15]2[CH:20]=[CH:19][C:18]([CH3:21])=[CH:17][CH:16]=2)(=[O:13])=[O:12])=[CH:7][CH:6]=1)([CH3:4])([CH3:3])[CH3:2].[CH2:26]([NH:28][CH2:29][C:30]1[CH:31]=[N:32][CH:33]=[CH:34][CH:35]=1)[CH3:27]. (2) Given the product [Br:1][C:2]1[S:3][CH:4]=[C:5]([C:7]([OH:13])([CH:8]([OH:23])[CH3:9])[CH3:10])[CH:6]=1, predict the reactants needed to synthesize it. The reactants are: [Br:1][C:2]1[S:3][CH:4]=[C:5]([C:7]([CH3:10])=[CH:8][CH3:9])[CH:6]=1.CC(C)=[O:13].C[N+]1([O-])CCOCC1.[OH2:23]. (3) The reactants are: [CH:1]1([CH2:7][C:8]2[N:12]([CH3:13])[C:11]([C:14]([O:16]C)=[O:15])=[CH:10][C:9]=2[C:18]2[CH:23]=[C:22]([C:24]([CH3:27])([CH3:26])[CH3:25])[CH:21]=[C:20]([C:28]([CH3:31])([CH3:30])[CH3:29])[CH:19]=2)[CH2:6][CH2:5][CH2:4][CH2:3][CH2:2]1.[OH-].[Na+].Cl. Given the product [CH:1]1([CH2:7][C:8]2[N:12]([CH3:13])[C:11]([C:14]([OH:16])=[O:15])=[CH:10][C:9]=2[C:18]2[CH:23]=[C:22]([C:24]([CH3:26])([CH3:25])[CH3:27])[CH:21]=[C:20]([C:28]([CH3:31])([CH3:30])[CH3:29])[CH:19]=2)[CH2:6][CH2:5][CH2:4][CH2:3][CH2:2]1, predict the reactants needed to synthesize it. (4) Given the product [C:12]([O:18][C:2]1([CH3:1])[CH2:7][CH2:6][CH:5]([CH:9]([CH3:11])[CH3:10])[CH2:4][CH2:3]1)(=[O:17])[CH2:13][C:14]([CH3:16])=[O:15], predict the reactants needed to synthesize it. The reactants are: [CH3:1][C@H:2]1[CH2:7][C@@H:6](O)[C@H:5]([CH:9]([CH3:11])[CH3:10])[CH2:4][CH2:3]1.[C:12]([O:18]C)(=[O:17])[CH2:13][C:14]([CH3:16])=[O:15].C1(C)C=CC(S(O)(=O)=O)=CC=1.CCCCCCC. (5) Given the product [CH:30]1([NH:27][C:28]([NH:20][C@H:19]([C:18]([NH:17][CH2:16][C@@H:15]([OH:26])[CH2:14][CH2:13][NH:12][S:9]([C:3]2[CH:4]=[CH:5][C:6]([Cl:8])=[CH:7][C:2]=2[Cl:1])(=[O:10])=[O:11])=[O:25])[CH2:21][CH:22]([CH3:23])[CH3:24])=[O:29])[CH2:35][CH2:34][CH2:33][CH2:32][CH2:31]1, predict the reactants needed to synthesize it. The reactants are: [Cl:1][C:2]1[CH:7]=[C:6]([Cl:8])[CH:5]=[CH:4][C:3]=1[S:9]([NH:12][CH2:13][CH2:14][C@H:15]([OH:26])[CH2:16][NH:17][C:18](=[O:25])[C@H:19]([CH2:21][CH:22]([CH3:24])[CH3:23])[NH2:20])(=[O:11])=[O:10].[N-:27]=[C:28]=[O:29].[CH2:30]1[CH2:35][CH2:34][CH2:33][CH2:32][CH2:31]1. (6) The reactants are: C1(=O)NCCCCC1.[C:9]([CH2:11][CH2:12][CH2:13][CH2:14][C:15]([OH:17])=[O:16])#[N:10]. Given the product [NH2:10][CH2:9][CH2:11][CH2:12][CH2:13][CH2:14][C:15]([OH:17])=[O:16], predict the reactants needed to synthesize it. (7) Given the product [CH3:1][C:2]1[C:3]([CH:23]=[O:24])=[CH:4][N:5]([S:13]([C:16]2[CH:21]=[CH:20][CH:19]=[C:18]([CH3:22])[CH:17]=2)(=[O:15])=[O:14])[C:6]=1[C:7]1[CH:8]=[CH:9][CH:10]=[CH:11][CH:12]=1, predict the reactants needed to synthesize it. The reactants are: [CH3:1][C:2]1[C:3]([C:23](OCC)=[O:24])=[CH:4][N:5]([S:13]([C:16]2[CH:21]=[CH:20][CH:19]=[C:18]([CH3:22])[CH:17]=2)(=[O:15])=[O:14])[C:6]=1[C:7]1[CH:12]=[CH:11][CH:10]=[CH:9][CH:8]=1.[H-].C([Al+]CC(C)C)C(C)C.Cl. (8) Given the product [F:36][C:33]([F:34])([F:35])[C:30]1[CH:29]=[CH:28][C:27]([C:22]2[C:21]([C:19]([NH:18][C:13]3[CH:12]=[CH:11][C:10]4[C:15](=[CH:16][CH:17]=[C:8]([C:6]([OH:7])=[O:5])[CH:9]=4)[N:14]=3)=[O:20])=[CH:26][CH:25]=[CH:24][CH:23]=2)=[CH:32][CH:31]=1, predict the reactants needed to synthesize it. The reactants are: C([O:5][C:6]([C:8]1[CH:9]=[C:10]2[C:15](=[CH:16][CH:17]=1)[N:14]=[C:13]([NH:18][C:19]([C:21]1[C:22]([C:27]3[CH:32]=[CH:31][C:30]([C:33]([F:36])([F:35])[F:34])=[CH:29][CH:28]=3)=[CH:23][CH:24]=[CH:25][CH:26]=1)=[O:20])[CH:12]=[CH:11]2)=[O:7])(C)(C)C.